This data is from Catalyst prediction with 721,799 reactions and 888 catalyst types from USPTO. The task is: Predict which catalyst facilitates the given reaction. (1) Reactant: CC(OC(/N=N/C(OC(C)C)=O)=O)C.[N:15]1([CH2:20][C:21]([N:23]2[CH2:27][C@H:26]([OH:28])[CH2:25][C@H:24]2[C:29]([NH:31][C:32]2[CH:37]=[CH:36][C:35]([O:38][C:39]3[CH:44]=[CH:43][C:42]([F:45])=[CH:41][CH:40]=3)=[CH:34][CH:33]=2)=[O:30])=[O:22])[CH:19]=[N:18][CH:17]=[N:16]1.[C:46]1(O)[CH:51]=[CH:50][CH:49]=[CH:48][CH:47]=1.C1(P(C2C=CC=CC=2)C2C=CC=CC=2)C=CC=CC=1. Product: [N:15]1([CH2:20][C:21]([N:23]2[CH2:27][C@H:26]([O:28][C:46]3[CH:51]=[CH:50][CH:49]=[CH:48][CH:47]=3)[CH2:25][C@H:24]2[C:29]([NH:31][C:32]2[CH:33]=[CH:34][C:35]([O:38][C:39]3[CH:40]=[CH:41][C:42]([F:45])=[CH:43][CH:44]=3)=[CH:36][CH:37]=2)=[O:30])=[O:22])[CH:19]=[N:18][CH:17]=[N:16]1. The catalyst class is: 1. (2) Reactant: Cl.[CH:2]1([N:5]2[CH2:10][C:9]3([CH2:15][CH2:14][NH:13][CH2:12][CH2:11]3)[O:8][CH2:7][C:6]2=[O:16])[CH2:4][CH2:3]1.[Br:17][C:18]1[S:22][C:21]([S:23](Cl)(=[O:25])=[O:24])=[CH:20][C:19]=1[CH3:27].C(O)C. Product: [Br:17][C:18]1[S:22][C:21]([S:23]([N:13]2[CH2:12][CH2:11][C:9]3([O:8][CH2:7][C:6](=[O:16])[N:5]([CH:2]4[CH2:4][CH2:3]4)[CH2:10]3)[CH2:15][CH2:14]2)(=[O:25])=[O:24])=[CH:20][C:19]=1[CH3:27]. The catalyst class is: 4.